Dataset: Reaction yield outcomes from USPTO patents with 853,638 reactions. Task: Predict the reaction yield, written as a fraction of the theoretical maximum amount of product (1.0 means a 100% yield; for example, 0.34 means a 34% yield). (1) The product is [C:1]1([S:11]([C:16]2[CH:24]=[CH:23][C:22]3[N:21]([CH3:25])[C:20]4[CH2:26][CH:27]5[NH:31][CH:30]([C:19]=4[C:18]=3[C:17]=2[C:32]([O:34][C:35]([CH3:38])([CH3:37])[CH3:36])=[O:33])[CH2:29][CH2:28]5)(=[O:13])=[O:12])[C:10]2[C:5](=[CH:6][CH:7]=[CH:8][CH:9]=2)[CH:4]=[CH:3][CH:2]=1. The yield is 0.260. The reactants are [C:1]1([S:11]([O-:13])=[O:12])[C:10]2[C:5](=[CH:6][CH:7]=[CH:8][CH:9]=2)[CH:4]=[CH:3][CH:2]=1.[Na+].Br[C:16]1[CH:24]=[CH:23][C:22]2[N:21]([CH3:25])[C:20]3[CH2:26][CH:27]4[NH:31][CH:30]([C:19]=3[C:18]=2[C:17]=1[C:32]([O:34][C:35]([CH3:38])([CH3:37])[CH3:36])=[O:33])[CH2:29][CH2:28]4. No catalyst specified. (2) The reactants are [O:1]=[C:2]1[CH2:7][O:6][C:5]2[CH:8]=[CH:9][C:10]([CH:12]=O)=[N:11][C:4]=2[NH:3]1.[CH3:14][O:15][C:16]1[N:17]=[C:18]2[C:23](=[CH:24][CH:25]=1)[N:22]=[CH:21][CH:20]=[C:19]2[N:26]1[CH:34]=[C:33]2[C:28]([CH2:29][CH2:30][CH:31]([NH2:35])[CH2:32]2)=[N:27]1.[BH4-].[Na+].[OH-].[Na+]. The catalyst is CN(C=O)C.CO. The product is [CH3:14][O:15][C:16]1[N:17]=[C:18]2[C:23](=[CH:24][CH:25]=1)[N:22]=[CH:21][CH:20]=[C:19]2[N:26]1[CH:34]=[C:33]2[C:28]([CH2:29][CH2:30][CH:31]([NH:35][CH2:12][C:10]3[CH:9]=[CH:8][C:5]4[O:6][CH2:7][C:2](=[O:1])[NH:3][C:4]=4[N:11]=3)[CH2:32]2)=[N:27]1. The yield is 0.0350. (3) The reactants are [C:1]([NH:4][C@@H:5]([C:10](O)=O)[CH2:6][CH:7](C)C)(=O)C.C[CH2:14][O:15][C:16]([CH3:18])=[O:17]. The catalyst is CCO. The product is [CH4:1].[CH3:10][C@@H:5]1[NH:4][CH2:1][C@H:18]([C:16]([O:15][CH3:14])=[O:17])[CH2:7][CH2:6]1. The yield is 0.750. (4) The reactants are C(N(CC)CC)C.[NH2:8][C:9]1[C:10]([C:19]([OH:21])=[O:20])=[CH:11][C:12]2[C:17]([CH:18]=1)=[CH:16][CH:15]=[CH:14][CH:13]=2.[N:22]([C:25]1[C:30]([CH3:31])=[CH:29][C:28]([CH3:32])=[CH:27][C:26]=1[CH3:33])=[C:23]=[O:24].Cl. The catalyst is CN(C=O)C.C(OCC)(=O)C. The product is [CH3:31][C:30]1[CH:29]=[C:28]([CH3:32])[CH:27]=[C:26]([CH3:33])[C:25]=1[NH:22][C:23]([NH:8][C:9]1[C:10]([C:19]([OH:21])=[O:20])=[CH:11][C:12]2[C:17]([CH:18]=1)=[CH:16][CH:15]=[CH:14][CH:13]=2)=[O:24]. The yield is 0.750.